From a dataset of Full USPTO retrosynthesis dataset with 1.9M reactions from patents (1976-2016). Predict the reactants needed to synthesize the given product. (1) Given the product [NH2:70][C:66]1[N:65]=[CH:64][N:63]=[C:62]2[C:67]=1[N:68]=[CH:69][N:61]2[C@H:53]1[C@@H:54]2[O:58][C:57]([CH3:59])([CH3:60])[O:56][C@@H:55]2[C@@H:51]([CH2:50][N:49]([CH2:47][CH3:48])[C:43](=[O:45])[CH2:42][CH2:41][NH:40][C:39]([NH:38][C:35]2[CH:34]=[CH:33][C:32]([C:28]([CH3:29])([CH3:30])[CH3:31])=[CH:37][CH:36]=2)=[O:46])[O:52]1, predict the reactants needed to synthesize it. The reactants are: F[P-](F)(F)(F)(F)F.N1(O[P+](N(C)C)(N(C)C)N(C)C)C2C=CC=CC=2N=N1.[C:28]([C:32]1[CH:37]=[CH:36][C:35]([NH:38][C:39](=[O:46])[NH:40][CH2:41][CH2:42][C:43]([OH:45])=O)=[CH:34][CH:33]=1)([CH3:31])([CH3:30])[CH3:29].[CH2:47]([NH:49][CH2:50][C@@H:51]1[C@H:55]2[O:56][C:57]([CH3:60])([CH3:59])[O:58][C@H:54]2[C@H:53]([N:61]2[CH:69]=[N:68][C:67]3[C:62]2=[N:63][CH:64]=[N:65][C:66]=3[NH2:70])[O:52]1)[CH3:48]. (2) The reactants are: Br[C:2]1[C:10]2[O:9][C:8]3[CH:11]=[CH:12][C:13]([C:15]#[N:16])=[CH:14][C:7]=3[C:6]=2[CH:5]=[C:4]([F:17])[C:3]=1[OH:18].[C:19]1([CH3:28])[CH:24]=[CH:23][CH:22]=[CH:21][C:20]=1B(O)O.C(=O)([O-])[O-].[Na+].[Na+]. Given the product [F:17][C:4]1[C:3]([OH:18])=[C:2]([C:20]2[CH:21]=[CH:22][CH:23]=[CH:24][C:19]=2[CH3:28])[C:10]2[O:9][C:8]3[CH:11]=[CH:12][C:13]([C:15]#[N:16])=[CH:14][C:7]=3[C:6]=2[CH:5]=1, predict the reactants needed to synthesize it. (3) The reactants are: Br[C:2]1[S:6][C:5]([CH:7]=[O:8])=[CH:4][CH:3]=1.[CH3:9][S:10][C:11]1[CH:16]=[CH:15][C:14](B(O)O)=[CH:13][CH:12]=1. Given the product [CH3:9][S:10][C:11]1[CH:16]=[CH:15][C:14]([C:2]2[S:6][C:5]([CH:7]=[O:8])=[CH:4][CH:3]=2)=[CH:13][CH:12]=1, predict the reactants needed to synthesize it. (4) Given the product [NH2:32][C:28]1([CH2:27][NH:26][C:2]2[C:11]3[C:6](=[CH:7][CH:8]=[C:9]([CH3:12])[CH:10]=3)[N:5]=[C:4]([N:13]3[CH2:19][C:18]4[CH:20]=[CH:21][CH:22]=[CH:23][C:17]=4[S:16](=[O:25])(=[O:24])[CH2:15][CH2:14]3)[CH:3]=2)[CH2:31][O:30][CH2:29]1, predict the reactants needed to synthesize it. The reactants are: Cl[C:2]1[C:11]2[C:6](=[CH:7][CH:8]=[C:9]([CH3:12])[CH:10]=2)[N:5]=[C:4]([N:13]2[CH2:19][C:18]3[CH:20]=[CH:21][CH:22]=[CH:23][C:17]=3[S:16](=[O:25])(=[O:24])[CH2:15][CH2:14]2)[CH:3]=1.[NH2:26][CH2:27][C:28]1([N:32](CC2C=CC=CC=2)CC2C=CC=CC=2)[CH2:31][O:30][CH2:29]1. (5) Given the product [CH:19]([N:18]1[C:14]([C:12]2[N:13]=[C:6]3[C:5]4[CH:23]=[CH:24][CH:2]=[CH:3][C:4]=4[O:10][CH2:9][CH2:8][N:7]3[CH:11]=2)=[N:15][C:16]([CH3:22])=[N:17]1)([CH3:21])[CH3:20], predict the reactants needed to synthesize it. The reactants are: Br[C:2]1[CH:24]=[CH:23][C:5]2[C:6]3[N:7]([CH:11]=[C:12]([C:14]4[N:18]([CH:19]([CH3:21])[CH3:20])[N:17]=[C:16]([CH3:22])[N:15]=4)[N:13]=3)[CH2:8][CH2:9][O:10][C:4]=2[CH:3]=1.CC1(C)C(C)(C)OB(B2OC(C)(C)C(C)(C)O2)O1.C([O-])(=O)C.[K+]. (6) Given the product [Br:1][C:2]1[CH:3]=[C:4]([C:20]2[C:28]3[C:23](=[N:24][CH:25]=[N:26][C:27]=3[NH2:29])[N:22]([CH:30]([CH3:32])[CH3:31])[N:21]=2)[CH:5]=[C:6]([O:8][CH3:9])[CH:7]=1, predict the reactants needed to synthesize it. The reactants are: [Br:1][C:2]1[CH:3]=[C:4](B2OC(C)(C)C(C)(C)O2)[CH:5]=[C:6]([O:8][CH3:9])[CH:7]=1.I[C:20]1[C:28]2[C:23](=[N:24][CH:25]=[N:26][C:27]=2[NH2:29])[N:22]([CH:30]([CH3:32])[CH3:31])[N:21]=1.C([O-])([O-])=O.[Na+].[Na+]. (7) Given the product [Cl:1][C:2]1[C:11]([CH:12]([OH:13])[CH3:15])=[CH:10][C:9]2[C:4](=[C:5]([CH3:14])[CH:6]=[CH:7][CH:8]=2)[N:3]=1, predict the reactants needed to synthesize it. The reactants are: [Cl:1][C:2]1[C:11]([CH:12]=[O:13])=[CH:10][C:9]2[C:4](=[C:5]([CH3:14])[CH:6]=[CH:7][CH:8]=2)[N:3]=1.[CH3:15][Mg]Br.[NH4+].[Cl-].